From a dataset of NCI-60 drug combinations with 297,098 pairs across 59 cell lines. Regression. Given two drug SMILES strings and cell line genomic features, predict the synergy score measuring deviation from expected non-interaction effect. Synergy scores: CSS=17.1, Synergy_ZIP=-3.12, Synergy_Bliss=-3.97, Synergy_Loewe=4.62, Synergy_HSA=0.00676. Cell line: NCI/ADR-RES. Drug 2: CS(=O)(=O)CCNCC1=CC=C(O1)C2=CC3=C(C=C2)N=CN=C3NC4=CC(=C(C=C4)OCC5=CC(=CC=C5)F)Cl. Drug 1: CC=C1C(=O)NC(C(=O)OC2CC(=O)NC(C(=O)NC(CSSCCC=C2)C(=O)N1)C(C)C)C(C)C.